Dataset: Full USPTO retrosynthesis dataset with 1.9M reactions from patents (1976-2016). Task: Predict the reactants needed to synthesize the given product. (1) Given the product [C:7]([C:6]1[S:5][C:4]([N:9]2[CH2:14][CH2:13][O:12][CH2:11][CH2:10]2)=[N:3][C:2]=1[NH:1][C:15](=[O:17])[CH3:16])#[N:8], predict the reactants needed to synthesize it. The reactants are: [NH2:1][C:2]1[N:3]=[C:4]([N:9]2[CH2:14][CH2:13][O:12][CH2:11][CH2:10]2)[S:5][C:6]=1[C:7]#[N:8].[C:15](Cl)(=[O:17])[CH3:16]. (2) Given the product [NH2:38][C:15]1[N:14]=[C:13]([C:12]2[S:11][C:10]([N:20]3[CH2:21][CH2:22][O:23][CH2:24][CH2:25]3)=[N:9][C:8]=2[C:7]2[C:2]([Cl:1])=[C:3]([NH:26][S:27]([C:30]3[C:31]([F:37])=[CH:32][CH:33]=[CH:34][C:35]=3[F:36])(=[O:28])=[O:29])[CH:4]=[CH:5][CH:6]=2)[CH:18]=[CH:17][N:16]=1, predict the reactants needed to synthesize it. The reactants are: [Cl:1][C:2]1[C:7]([C:8]2[N:9]=[C:10]([N:20]3[CH2:25][CH2:24][O:23][CH2:22][CH2:21]3)[S:11][C:12]=2[C:13]2[CH:18]=[CH:17][N:16]=[C:15](Cl)[N:14]=2)=[CH:6][CH:5]=[CH:4][C:3]=1[NH:26][S:27]([C:30]1[C:35]([F:36])=[CH:34][CH:33]=[CH:32][C:31]=1[F:37])(=[O:29])=[O:28].[NH4+:38].[OH-]. (3) The reactants are: [C:1]([O:5][C:6](=[O:20])[C@@H:7]([NH:11][CH2:12][C:13]1[CH:18]=[CH:17][CH:16]=[CH:15][C:14]=1[NH2:19])[CH:8]([CH3:10])[CH3:9])([CH3:4])([CH3:3])[CH3:2].[C:21](N1C=CN=C1)(N1C=CN=C1)=[O:22]. Given the product [C:1]([O:5][C:6](=[O:20])[C@@H:7]([N:11]1[CH2:12][C:13]2[C:14](=[CH:15][CH:16]=[CH:17][CH:18]=2)[NH:19][C:21]1=[O:22])[CH:8]([CH3:10])[CH3:9])([CH3:3])([CH3:4])[CH3:2], predict the reactants needed to synthesize it.